Dataset: NCI-60 drug combinations with 297,098 pairs across 59 cell lines. Task: Regression. Given two drug SMILES strings and cell line genomic features, predict the synergy score measuring deviation from expected non-interaction effect. (1) Drug 1: CC12CCC3C(C1CCC2=O)CC(=C)C4=CC(=O)C=CC34C. Drug 2: C1=NC2=C(N=C(N=C2N1C3C(C(C(O3)CO)O)O)F)N. Cell line: HS 578T. Synergy scores: CSS=55.3, Synergy_ZIP=-0.565, Synergy_Bliss=-0.389, Synergy_Loewe=0.0872, Synergy_HSA=-0.0535. (2) Drug 1: C1C(C(OC1N2C=NC3=C(N=C(N=C32)Cl)N)CO)O. Drug 2: COC1=C2C(=CC3=C1OC=C3)C=CC(=O)O2. Cell line: UO-31. Synergy scores: CSS=18.1, Synergy_ZIP=1.25, Synergy_Bliss=-0.338, Synergy_Loewe=-32.6, Synergy_HSA=-2.74. (3) Drug 1: CC1C(C(CC(O1)OC2CC(CC3=C2C(=C4C(=C3O)C(=O)C5=C(C4=O)C(=CC=C5)OC)O)(C(=O)CO)O)N)O.Cl. Drug 2: CC(C)CN1C=NC2=C1C3=CC=CC=C3N=C2N. Cell line: OVCAR-5. Synergy scores: CSS=0.680, Synergy_ZIP=-4.45, Synergy_Bliss=-6.53, Synergy_Loewe=-6.67, Synergy_HSA=-7.82. (4) Drug 1: CC1=C(C(=CC=C1)Cl)NC(=O)C2=CN=C(S2)NC3=CC(=NC(=N3)C)N4CCN(CC4)CCO. Drug 2: C1CCC(C(C1)[NH-])[NH-].C(=O)(C(=O)[O-])[O-].[Pt+4]. Cell line: NCI-H460. Synergy scores: CSS=24.9, Synergy_ZIP=-4.92, Synergy_Bliss=-11.4, Synergy_Loewe=-14.2, Synergy_HSA=-8.21. (5) Drug 1: C1CC(=O)NC(=O)C1N2CC3=C(C2=O)C=CC=C3N. Drug 2: C1CNP(=O)(OC1)N(CCCl)CCCl. Cell line: IGROV1. Synergy scores: CSS=7.23, Synergy_ZIP=3.53, Synergy_Bliss=4.95, Synergy_Loewe=1.92, Synergy_HSA=2.59. (6) Drug 1: CNC(=O)C1=CC=CC=C1SC2=CC3=C(C=C2)C(=NN3)C=CC4=CC=CC=N4. Drug 2: CC1=C(C=C(C=C1)NC(=O)C2=CC=C(C=C2)CN3CCN(CC3)C)NC4=NC=CC(=N4)C5=CN=CC=C5. Cell line: A498. Synergy scores: CSS=-2.59, Synergy_ZIP=-1.08, Synergy_Bliss=-3.02, Synergy_Loewe=-11.7, Synergy_HSA=-5.86. (7) Drug 1: CC(C1=C(C=CC(=C1Cl)F)Cl)OC2=C(N=CC(=C2)C3=CN(N=C3)C4CCNCC4)N. Drug 2: C#CCC(CC1=CN=C2C(=N1)C(=NC(=N2)N)N)C3=CC=C(C=C3)C(=O)NC(CCC(=O)O)C(=O)O. Cell line: OVCAR-8. Synergy scores: CSS=1.31, Synergy_ZIP=0.0377, Synergy_Bliss=1.61, Synergy_Loewe=0.938, Synergy_HSA=0.631.